Dataset: Forward reaction prediction with 1.9M reactions from USPTO patents (1976-2016). Task: Predict the product of the given reaction. Given the reactants [CH2:1]([O:5][C:6]1[CH:13]=[CH:12][C:9]([CH:10]=[O:11])=[CH:8][C:7]=1[Cl:14])[CH2:2][CH2:3][CH3:4].ClC1C=C(C=CC=1OCC)C=[O:20], predict the reaction product. The product is: [CH2:1]([O:5][C:6]1[CH:13]=[CH:12][C:9]([C:10]([OH:20])=[O:11])=[CH:8][C:7]=1[Cl:14])[CH2:2][CH2:3][CH3:4].